From a dataset of Reaction yield outcomes from USPTO patents with 853,638 reactions. Predict the reaction yield, written as a fraction of the theoretical maximum amount of product (1.0 means a 100% yield; for example, 0.34 means a 34% yield). (1) The reactants are [Br:1][C:2]1[CH:3]=[C:4]2[C:9](=[CH:10][CH:11]=1)[N:8]=[CH:7][C:6]([C:12](=[O:14])[CH3:13])=[C:5]2Cl.[CH3:16][N:17]1[CH2:21][CH2:20][CH:19]([N:22]2[CH:26]=[C:25]([NH2:27])[CH:24]=[N:23]2)[CH2:18]1. No catalyst specified. The product is [Br:1][C:2]1[CH:3]=[C:4]2[C:9](=[CH:10][CH:11]=1)[N:8]=[CH:7][C:6]([C:12](=[O:14])[CH3:13])=[C:5]2[NH:27][C:25]1[CH:24]=[N:23][N:22]([CH:19]2[CH2:20][CH2:21][N:17]([CH3:16])[CH2:18]2)[CH:26]=1. The yield is 0.870. (2) The reactants are [C:1]1(=[O:8])[CH2:7][CH2:6][CH2:5][CH2:4][CH:3]=[CH:2]1.[OH:9]O.[OH-].[Na+]. The catalyst is CO.[Cl-].[Na+].O. The product is [CH:7]12[O:8][CH:1]1[C:2](=[O:9])[CH2:3][CH2:4][CH2:5][CH2:6]2. The yield is 0.960. (3) The reactants are Br[C:2]1[CH:7]=[CH:6][CH:5]=[CH:4][C:3]=1[C:8]1[CH:13]=[CH:12][CH:11]=[CH:10][CH:9]=1.II.[Mg].Cl[P:18]([C:23]([CH3:26])([CH3:25])[CH3:24])[C:19]([CH3:22])([CH3:21])[CH3:20]. The catalyst is C1COCC1. The product is [C:19]([P:18]([C:23]([CH3:26])([CH3:25])[CH3:24])[C:2]1[CH:7]=[CH:6][CH:5]=[CH:4][C:3]=1[C:8]1[CH:13]=[CH:12][CH:11]=[CH:10][CH:9]=1)([CH3:22])([CH3:21])[CH3:20]. The yield is 0.580. (4) The reactants are [I-].[C:2]([O:10][CH2:11][Zn+])(=[O:9])[C:3]1[CH:8]=[CH:7][CH:6]=[CH:5][CH:4]=1.Br[C:14]1[CH:19]=[CH:18][C:17]([Cl:20])=[CH:16][N:15]=1. The catalyst is C1COCC1.C1C=CC([P]([Pd]([P](C2C=CC=CC=2)(C2C=CC=CC=2)C2C=CC=CC=2)([P](C2C=CC=CC=2)(C2C=CC=CC=2)C2C=CC=CC=2)[P](C2C=CC=CC=2)(C2C=CC=CC=2)C2C=CC=CC=2)(C2C=CC=CC=2)C2C=CC=CC=2)=CC=1. The product is [C:2]([O:10][CH2:11][C:14]1[CH:19]=[CH:18][C:17]([Cl:20])=[CH:16][N:15]=1)(=[O:9])[C:3]1[CH:8]=[CH:7][CH:6]=[CH:5][CH:4]=1. The yield is 0.630. (5) The reactants are [CH3:1][C:2]1[C:3](=[O:10])[NH:4][C:5](=[O:9])[NH:6][C:7]=1[Cl:8].C(=O)([O-])[O-].[Cs+].[Cs+].Br[CH2:18][C:19]1[CH:31]=[CH:30][C:22]([C:23]([O:25][C:26]([CH3:29])([CH3:28])[CH3:27])=[O:24])=[CH:21][CH:20]=1.ClCCl.CO. The catalyst is CN(C)C=O. The product is [C:26]([O:25][C:23](=[O:24])[C:22]1[CH:21]=[CH:20][C:19]([CH2:18][N:4]2[C:3](=[O:10])[C:2]([CH3:1])=[C:7]([Cl:8])[NH:6][C:5]2=[O:9])=[CH:31][CH:30]=1)([CH3:29])([CH3:28])[CH3:27]. The yield is 0.400. (6) No catalyst specified. The product is [CH3:1][N:2]1[CH2:7][CH:6]2[N:5]([C:14]3[N:19]=[CH:18][CH:17]=[CH:16][C:15]=3[CH2:20][C:9]3[CH:10]=[CH:11][CH:12]=[CH:13][C:8]=32)[CH2:4][CH2:3]1. The reactants are [CH3:1][N:2]1[CH2:7][CH:6]([C:8]2[CH:13]=[CH:12][CH:11]=[CH:10][CH:9]=2)[N:5]([C:14]2[N:19]=[CH:18][CH:17]=[CH:16][C:15]=2[CH2:20]O)[CH2:4][CH2:3]1.S(=O)(=O)(O)O.N.[OH-].[Na+]. The yield is 0.950. (7) The reactants are [F:1][C:2]1[CH:9]=[CH:8][C:7]([CH:10]=O)=[CH:6][C:3]=1[C:4]#[N:5].[NH2:12]/[C:13](/[CH3:17])=[CH:14]\[C:15]#[N:16]. The catalyst is C(O)(=O)C. The product is [C:4]([C:3]1[CH:6]=[C:7]([CH:10]2[C:14]([C:15]#[N:16])=[C:13]([CH3:17])[NH:12][C:2]([CH3:9])=[C:3]2[C:4]#[N:5])[CH:8]=[CH:9][C:2]=1[F:1])#[N:5]. The yield is 0.802. (8) No catalyst specified. The reactants are Cl.[O:2]1CCO[CH:3]1[C:7]1[CH:8]=[C:9]([C:22]2[N:27]=[C:26]([CH3:28])[N:25]=[C:24]([S:29][CH3:30])[N:23]=2)[C:10]([NH:13][C:14]2[CH:15]=[N:16][C:17]([O:20][CH3:21])=[CH:18][CH:19]=2)=[N:11][CH:12]=1.C1COCC1. The product is [CH3:21][O:20][C:17]1[N:16]=[CH:15][C:14]([NH:13][C:10]2[C:9]([C:22]3[N:27]=[C:26]([CH3:28])[N:25]=[C:24]([S:29][CH3:30])[N:23]=3)=[CH:8][C:7]([CH:3]=[O:2])=[CH:12][N:11]=2)=[CH:19][CH:18]=1. The yield is 0.860. (9) The reactants are O=[C:2]1[C:11]2[C:6](=[CH:7][CH:8]=[CH:9][CH:10]=2)[O:5][CH:4]([CH:12]2[CH2:15][CH:14]([C:16]([O:18][CH2:19][CH3:20])=[O:17])[CH2:13]2)[CH2:3]1.Cl.[CH3:22][O:23][NH2:24]. The catalyst is N1C=CC=CC=1. The product is [CH3:22][O:23][N:24]=[C:2]1[C:11]2[C:6](=[CH:7][CH:8]=[CH:9][CH:10]=2)[O:5][CH:4]([CH:12]2[CH2:15][CH:14]([C:16]([O:18][CH2:19][CH3:20])=[O:17])[CH2:13]2)[CH2:3]1. The yield is 0.900.